Dataset: Full USPTO retrosynthesis dataset with 1.9M reactions from patents (1976-2016). Task: Predict the reactants needed to synthesize the given product. (1) Given the product [F:1][C:2]1[CH:10]=[CH:9][C:8]([N:11]([CH3:20])[S:12]([C:15]2[S:16][CH:17]=[CH:18][CH:19]=2)(=[O:13])=[O:14])=[C:7]2[C:3]=1[CH:4]=[C:5]([C:24]1[S:26][CH:28]=[CH:29][N:25]=1)[N:6]2[CH2:21][O:22][CH3:23], predict the reactants needed to synthesize it. The reactants are: [F:1][C:2]1[CH:10]=[CH:9][C:8]([N:11]([CH3:20])[S:12]([C:15]2[S:16][CH:17]=[CH:18][CH:19]=2)(=[O:14])=[O:13])=[C:7]2[C:3]=1[CH:4]=[C:5]([C:24](=[S:26])[NH2:25])[N:6]2[CH2:21][O:22][CH3:23].Br[CH2:28][CH:29](OCC)OCC.CN(C)C(=O)C. (2) Given the product [NH2:16][C@@H:11]1[CH2:10][C:9]2[C:13](=[CH:14][CH:15]=[C:7]([CH2:6][C:5]3[CH:4]=[C:3]([CH2:2][OH:1])[CH:29]=[C:28]([C:30]([F:31])([F:32])[F:33])[CH:27]=3)[CH:8]=2)[CH2:12]1, predict the reactants needed to synthesize it. The reactants are: [OH:1][CH2:2][C:3]1[CH:4]=[C:5]([CH:27]=[C:28]([C:30]([F:33])([F:32])[F:31])[CH:29]=1)[CH2:6][C:7]1[CH:8]=[C:9]2[C:13](=[CH:14][CH:15]=1)[CH2:12][C@H:11]([NH:16]C(=O)OCC1C=CC=CC=1)[CH2:10]2.[H][H].